From a dataset of Full USPTO retrosynthesis dataset with 1.9M reactions from patents (1976-2016). Predict the reactants needed to synthesize the given product. (1) Given the product [Br:14][C:12]1[CH:13]=[C:8]([C:5]([CH3:7])([CH3:6])[CH2:4][OH:3])[CH:9]=[N:10][CH:11]=1, predict the reactants needed to synthesize it. The reactants are: C([O:3][C:4](=O)[C:5]([C:8]1[CH:9]=[N:10][CH:11]=[C:12]([Br:14])[CH:13]=1)([CH3:7])[CH3:6])C.[BH4-].[Na+]. (2) Given the product [F:12][C:13]([F:20])([F:19])[C:14]([NH:16][CH2:17][C:8]1[C:9]([F:11])=[CH:10][C:2]([Cl:1])=[C:3]([CH:7]=1)[C:4]([OH:6])=[O:5])=[O:15], predict the reactants needed to synthesize it. The reactants are: [Cl:1][C:2]1[CH:10]=[C:9]([F:11])[CH:8]=[CH:7][C:3]=1[C:4]([OH:6])=[O:5].[F:12][C:13]([F:20])([F:19])[C:14]([NH:16][CH2:17]O)=[O:15].